From a dataset of Forward reaction prediction with 1.9M reactions from USPTO patents (1976-2016). Predict the product of the given reaction. (1) The product is: [Cl:21][C:22]1[C:27]2[NH:28][C:29]([CH3:31])=[N:30][C:26]=2[CH:25]=[C:24]([O:32][C:33]2[N:34]=[CH:35][N:36]=[C:37]([N:17]3[CH2:18][CH2:19][CH:14]([N:10]4[CH2:9][CH2:8][C:7]5[CH:20]=[C:3]([O:2][CH3:1])[CH:4]=[CH:5][C:6]=5[NH:12][C:11]4=[O:13])[CH2:15][CH2:16]3)[CH:38]=2)[CH:23]=1. Given the reactants [CH3:1][O:2][C:3]1[CH:4]=[CH:5][C:6]2[NH:12][C:11](=[O:13])[N:10]([CH:14]3[CH2:19][CH2:18][NH:17][CH2:16][CH2:15]3)[CH2:9][CH2:8][C:7]=2[CH:20]=1.[Cl:21][C:22]1[C:27]2[NH:28][C:29]([CH3:31])=[N:30][C:26]=2[CH:25]=[C:24]([O:32][C:33]2[CH:38]=[C:37](Cl)[N:36]=[CH:35][N:34]=2)[CH:23]=1.CCN(C(C)C)C(C)C.O, predict the reaction product. (2) Given the reactants [F:1][C:2]1[CH:3]=[C:4]([N:9]2[C:13]3=[N:14][CH:15]=[CH:16][CH:17]=[C:12]3[N:11]=[C:10]2[CH:18]([NH2:20])[CH3:19])[CH:5]=[C:6]([F:8])[CH:7]=1.Cl[C:22]1[C:27]([C:28]#[N:29])=[CH:26][N:25]=[CH:24][N:23]=1.CC[N:32](C(C)C)C(C)C.O, predict the reaction product. The product is: [NH2:32][C:22]1[C:27]([C:28]#[N:29])=[C:26]([NH:20][CH:18]([C:10]2[N:9]([C:4]3[CH:3]=[C:2]([F:1])[CH:7]=[C:6]([F:8])[CH:5]=3)[C:13]3=[N:14][CH:15]=[CH:16][CH:17]=[C:12]3[N:11]=2)[CH3:19])[N:25]=[CH:24][N:23]=1. (3) Given the reactants [Cl:1][C:2]1[CH:10]=[C:9]2[C:5]([C:6]([C:11]([OH:13])=O)=[CH:7][NH:8]2)=[CH:4][CH:3]=1.ClC(N(C)C)=C(C)C.Cl.Cl.[NH:24]1[CH2:29][CH2:28][C:27]2([C:37]3[C:32](=[CH:33][CH:34]=[CH:35][CH:36]=3)[CH2:31][NH:30]2)[CH2:26][CH2:25]1.C(N(CC)CC)C, predict the reaction product. The product is: [Cl:1][C:2]1[CH:10]=[C:9]2[C:5]([C:6]([C:11]([N:24]3[CH2:29][CH2:28][C:27]4([C:37]5[C:32](=[CH:33][CH:34]=[CH:35][CH:36]=5)[CH2:31][NH:30]4)[CH2:26][CH2:25]3)=[O:13])=[CH:7][NH:8]2)=[CH:4][CH:3]=1. (4) Given the reactants Cl.[CH:2]([C:5]1[CH:6]=[C:7]([CH:15]=[CH:16][CH:17]=1)[CH2:8][NH:9][CH2:10][C@@H:11]([OH:14])[CH2:12][OH:13])([CH3:4])[CH3:3].Cl[C:19]([O:21][CH3:22])=[O:20], predict the reaction product. The product is: [CH3:22][O:21][C:19](=[O:20])[N:9]([CH2:10][C@@H:11]([OH:14])[CH2:12][OH:13])[CH2:8][C:7]1[CH:15]=[CH:16][CH:17]=[C:5]([CH:2]([CH3:4])[CH3:3])[CH:6]=1. (5) Given the reactants [F:1][C:2]1[CH:7]=[CH:6][C:5]([NH:8][C:9]2[CH:14]=[CH:13][CH:12]=[CH:11][CH:10]=2)=[C:4]([N+:15]([O-])=O)[CH:3]=1.CCO[C:21]([CH3:23])=O.[CH3:24][OH:25], predict the reaction product. The product is: [F:1][C:2]1[CH:3]=[C:4]2[C:5](=[CH:6][CH:7]=1)[N:8]([C:9]1[CH:14]=[CH:13][CH:12]=[CH:11][CH:10]=1)[C:24](=[O:25])[C:9]([N:8]1[CH2:23][CH2:21][NH:15][CH2:4][CH2:5]1)=[N:15]2. (6) Given the reactants [C:1]([C:4]1[CH:9]=[CH:8][C:7]([NH:10][S:11]([C:14]([F:17])([F:16])[F:15])(=[O:13])=[O:12])=[CH:6][C:5]=1[Cl:18])(=[O:3])[CH3:2].[Br:19]Br, predict the reaction product. The product is: [Br:19][CH2:2][C:1]([C:4]1[CH:9]=[CH:8][C:7]([NH:10][S:11]([C:14]([F:17])([F:15])[F:16])(=[O:13])=[O:12])=[CH:6][C:5]=1[Cl:18])=[O:3]. (7) Given the reactants [Br:1][C:2]1[CH:3]=[CH:4][C:5]([NH:8][C:9](=[O:17])OC2C=CC=CC=2)=[N:6][CH:7]=1.[CH3:18][NH2:19].C1COCC1, predict the reaction product. The product is: [Br:1][C:2]1[CH:3]=[CH:4][C:5]([NH:8][C:9]([NH:19][CH3:18])=[O:17])=[N:6][CH:7]=1. (8) Given the reactants [CH3:1][C:2]1[CH:3]=[C:4]([CH:8]=[C:9]([CH3:14])[C:10]=1[N+:11]([O-])=O)[C:5]([OH:7])=[O:6], predict the reaction product. The product is: [NH2:11][C:10]1[C:2]([CH3:1])=[CH:3][C:4]([C:5]([OH:7])=[O:6])=[CH:8][C:9]=1[CH3:14]. (9) Given the reactants [N:1]1([CH2:6][CH2:7][NH:8][C:9]([C:11]2[CH:12]=[C:13]3[C:17](=[CH:18][CH:19]=2)[N:16](C2CCCCO2)[N:15]=[C:14]3[C:26]2[CH:35]=[CH:34][C:33]3[C:28](=[CH:29][CH:30]=[C:31]([O:36][CH3:37])[CH:32]=3)[CH:27]=2)=[O:10])[CH2:5][CH2:4][CH2:3][CH2:2]1, predict the reaction product. The product is: [N:1]1([CH2:6][CH2:7][NH:8][C:9]([C:11]2[CH:12]=[C:13]3[C:17](=[CH:18][CH:19]=2)[NH:16][N:15]=[C:14]3[C:26]2[CH:35]=[CH:34][C:33]3[C:28](=[CH:29][CH:30]=[C:31]([O:36][CH3:37])[CH:32]=3)[CH:27]=2)=[O:10])[CH2:2][CH2:3][CH2:4][CH2:5]1.